This data is from Full USPTO retrosynthesis dataset with 1.9M reactions from patents (1976-2016). The task is: Predict the reactants needed to synthesize the given product. Given the product [F:14][C:15]1[C:20]([C:21]([C:11]2[C:5]3[C:6](=[N:7][CH:8]=[C:3]([C:2]([F:1])([F:12])[F:13])[CH:4]=3)[NH:9][CH:10]=2)=[O:22])=[C:19]([F:23])[CH:18]=[CH:17][C:16]=1[NH:24][S:25]([CH2:28][CH2:29][CH3:30])(=[O:27])=[O:26], predict the reactants needed to synthesize it. The reactants are: [F:1][C:2]([F:13])([F:12])[C:3]1[CH:4]=[C:5]2[CH:11]=[CH:10][NH:9][C:6]2=[N:7][CH:8]=1.[F:14][C:15]1[C:20]([CH:21]=[O:22])=[C:19]([F:23])[CH:18]=[CH:17][C:16]=1[NH:24][S:25]([CH2:28][CH2:29][CH3:30])(=[O:27])=[O:26].[OH-].[K+].